This data is from Drug-target binding data from BindingDB using IC50 measurements. The task is: Regression. Given a target protein amino acid sequence and a drug SMILES string, predict the binding affinity score between them. We predict pIC50 (pIC50 = -log10(IC50 in M); higher means more potent). Dataset: bindingdb_ic50. (1) The compound is COc1cc(O)c2c(c1)/C=C/C[C@H](O)[C@H](O)C(=O)/C=C\C[C@H](C)OC2=O. The target protein (O14733) has sequence MAASSLEQKLSRLEAKLKQENREARRRIDLNLDISPQRPRPTLQLPLANDGGSRSPSSESSPQHPTPPARPRHMLGLPSTLFTPRSMESIEIDQKLQEIMKQTGYLTIGGQRYQAEINDLENLGEMGSGTCGQVWKMRFRKTGHVIAVKQMRRSGNKEENKRILMDLDVVLKSHDCPYIVQCFGTFITNTDVFIAMELMGTCAEKLKKRMQGPIPERILGKMTVAIVKALYYLKEKHGVIHRDVKPSNILLDERGQIKLCDFGISGRLVDSKAKTRSAGCAAYMAPERIDPPDPTKPDYDIRADVWSLGISLVELATGQFPYKNCKTDFEVLTKVLQEEPPLLPGHMGFSGDFQSFVKDCLTKDHRKRPKYNKLLEHSFIKRYETLEVDVASWFKDVMAKTESPRTSGVLSQPHLPFFR. The pIC50 is 5.9. (2) The small molecule is CC(C)Sc1ccc2nc3cc(C(=O)O)[nH]n3c(=O)c2c1. The target protein (P0A6I6) has sequence MQKRAIYPGTFDPITNGHIDIVTRATQMFDHVILAIAASPSKKPMFTLEERVALAQQATAHLGNVEVVGFSDLMANFARNQHATVLIRGLRAVADFEYEMQLAHMNRHLMPELESVFLMPSKEWSFISSSLVKEVARHQGDVTHFLPENVHQALMAKLA. The pIC50 is 5.3.